From a dataset of Forward reaction prediction with 1.9M reactions from USPTO patents (1976-2016). Predict the product of the given reaction. (1) Given the reactants [Cl:1][C:2]1[CH:3]=[C:4]2[C:8](=[CH:9][CH:10]=1)[NH:7][N:6]=[C:5]2[I:11].Br[CH2:13][CH2:14][CH3:15], predict the reaction product. The product is: [Cl:1][C:2]1[CH:3]=[C:4]2[C:8](=[CH:9][CH:10]=1)[N:7]([CH2:13][CH2:14][CH3:15])[N:6]=[C:5]2[I:11]. (2) The product is: [OH:28][CH2:25][C:26]#[C:27][C:2]1[CH:3]=[C:4]([CH:22]=[CH:23][CH:24]=1)[CH2:5][N:6]([C:11]1[CH:16]=[CH:15][CH:14]=[C:13]([C:17]2[NH:21][N:20]=[N:19][N:18]=2)[CH:12]=1)[C:7](=[O:10])[CH2:8][CH3:9]. Given the reactants I[C:2]1[CH:3]=[C:4]([CH:22]=[CH:23][CH:24]=1)[CH2:5][N:6]([C:11]1[CH:16]=[CH:15][CH:14]=[C:13]([C:17]2[NH:21][N:20]=[N:19][N:18]=2)[CH:12]=1)[C:7](=[O:10])[CH2:8][CH3:9].[CH2:25]([OH:28])[C:26]#[CH:27], predict the reaction product. (3) Given the reactants Cl.Cl[C:3]1[N:8]2[N:9]=[C:10]([CH:12]3[CH2:17][CH2:16][N:15]([CH:18]4[CH2:20][CH2:19]4)[CH2:14][CH2:13]3)[N:11]=[C:7]2[CH:6]=[C:5]([C:21]2[CH:26]=[CH:25][C:24]([Cl:27])=[CH:23][C:22]=2[Cl:28])[N:4]=1.Cl.Cl.[NH2:31][CH2:32][CH2:33][NH:34][C:35]1[CH:42]=[CH:41][C:38]([C:39]#[N:40])=[CH:37][N:36]=1.C(N(CC)C(C)C)(C)C, predict the reaction product. The product is: [CH:18]1([N:15]2[CH2:16][CH2:17][CH:12]([C:10]3[N:11]=[C:7]4[N:8]([C:3]([NH:31][CH2:32][CH2:33][NH:34][C:35]5[N:36]=[CH:37][C:38]([C:39]#[N:40])=[CH:41][CH:42]=5)=[N:4][C:5]([C:21]5[CH:26]=[CH:25][C:24]([Cl:27])=[CH:23][C:22]=5[Cl:28])=[CH:6]4)[N:9]=3)[CH2:13][CH2:14]2)[CH2:19][CH2:20]1. (4) Given the reactants [C:1]1([N:7]2[CH:11]=[CH:10][CH:9]=[CH:8]2)[CH:6]=[CH:5][CH:4]=[CH:3][CH:2]=1.[Cl-].[CH:13](=[N+:20]([CH3:22])[CH3:21])[C:14]1[CH:19]=[CH:18][CH:17]=[CH:16][CH:15]=1, predict the reaction product. The product is: [CH3:21][N:20]([CH3:22])[CH:13]([C:14]1[CH:19]=[CH:18][CH:17]=[CH:16][CH:15]=1)[C:8]1[N:7]([C:1]2[CH:6]=[CH:5][CH:4]=[CH:3][CH:2]=2)[CH:11]=[CH:10][CH:9]=1.